Predict the reactants needed to synthesize the given product. From a dataset of Full USPTO retrosynthesis dataset with 1.9M reactions from patents (1976-2016). (1) Given the product [Cl:1][C:2]1[CH:7]=[C:6]([Cl:8])[CH:5]=[CH:4][C:3]=1[C:9]1[C:10]([CH2:18][NH2:19])=[CH:11][C:12]2[N:13]([CH:15]=[CH:16][N:17]=2)[CH:14]=1, predict the reactants needed to synthesize it. The reactants are: [Cl:1][C:2]1[CH:7]=[C:6]([Cl:8])[CH:5]=[CH:4][C:3]=1[C:9]1[C:10]([C:18]#[N:19])=[CH:11][C:12]2[N:13]([CH:15]=[CH:16][N:17]=2)[CH:14]=1.B.C1COCC1.CO. (2) Given the product [CH2:19]([N:18]([CH2:11][C:12]1[CH:17]=[CH:16][CH:15]=[CH:14][CH:13]=1)[C:2]1[CH:10]=[CH:9][C:5]2[NH:6][CH:7]=[N:8][C:4]=2[CH:3]=1)[C:20]1[CH:25]=[CH:24][CH:23]=[CH:22][CH:21]=1, predict the reactants needed to synthesize it. The reactants are: Br[C:2]1[CH:10]=[CH:9][C:5]2[N:6]=[CH:7][NH:8][C:4]=2[CH:3]=1.[CH2:11]([NH:18][CH2:19][C:20]1[CH:25]=[CH:24][CH:23]=[CH:22][CH:21]=1)[C:12]1[CH:17]=[CH:16][CH:15]=[CH:14][CH:13]=1.C1(P(C2CCCCC2)C2C=CC=CC=2C2C=CC=CC=2N(C)C)CCCCC1.C[Si]([N-][Si](C)(C)C)(C)C.[Li+].C1COCC1.